Dataset: NCI-60 drug combinations with 297,098 pairs across 59 cell lines. Task: Regression. Given two drug SMILES strings and cell line genomic features, predict the synergy score measuring deviation from expected non-interaction effect. (1) Drug 1: CN1CCC(CC1)COC2=C(C=C3C(=C2)N=CN=C3NC4=C(C=C(C=C4)Br)F)OC. Drug 2: CC(C)(C#N)C1=CC(=CC(=C1)CN2C=NC=N2)C(C)(C)C#N. Cell line: HT29. Synergy scores: CSS=7.60, Synergy_ZIP=0.0745, Synergy_Bliss=4.34, Synergy_Loewe=1.10, Synergy_HSA=1.39. (2) Drug 1: CC12CCC3C(C1CCC2O)C(CC4=C3C=CC(=C4)O)CCCCCCCCCS(=O)CCCC(C(F)(F)F)(F)F. Drug 2: CC1CCCC2(C(O2)CC(NC(=O)CC(C(C(=O)C(C1O)C)(C)C)O)C(=CC3=CSC(=N3)C)C)C. Cell line: T-47D. Synergy scores: CSS=41.4, Synergy_ZIP=1.89, Synergy_Bliss=1.80, Synergy_Loewe=-8.70, Synergy_HSA=5.90. (3) Drug 1: CCCS(=O)(=O)NC1=C(C(=C(C=C1)F)C(=O)C2=CNC3=C2C=C(C=N3)C4=CC=C(C=C4)Cl)F. Synergy scores: CSS=13.3, Synergy_ZIP=-11.6, Synergy_Bliss=-13.8, Synergy_Loewe=-39.1, Synergy_HSA=-14.4. Cell line: NCI-H522. Drug 2: C1=NC2=C(N1)C(=S)N=CN2.